From a dataset of HIV replication inhibition screening data with 41,000+ compounds from the AIDS Antiviral Screen. Binary Classification. Given a drug SMILES string, predict its activity (active/inactive) in a high-throughput screening assay against a specified biological target. (1) The molecule is CC(=O)C(C)[P+](c1ccccc1)(c1ccccc1)c1ccccc1.c1ccccc1. The result is 0 (inactive). (2) The molecule is CCn1c(CSc2nc(-c3ccccc3)c(-c3ccccc3)[nH]2)n[nH]c1=S. The result is 0 (inactive). (3) The compound is CCN1CC2(C)CCC(OC)C34C2C(OC(C)=O)C2(OCOC25CC(OC)C2CC3(O)C5C2O)C14. The result is 0 (inactive). (4) The compound is COc1cc(OC)cc(C(=O)CC(=O)c2cc(OC)cc(OC)c2)c1. The result is 0 (inactive).